Dataset: Forward reaction prediction with 1.9M reactions from USPTO patents (1976-2016). Task: Predict the product of the given reaction. (1) Given the reactants Br[C:2]1[CH:3]=[C:4]2[C:9](=[CH:10][CH:11]=1)[CH:8]=[C:7]([S:12]([C:15]1[CH:20]=[CH:19][CH:18]=[CH:17][C:16]=1[C@@H:21]([OH:23])[CH3:22])(=[O:14])=[O:13])[CH:6]=[CH:5]2.[F:24][C:25]1[CH:30]=[CH:29][C:28](B(O)O)=[CH:27][CH:26]=1, predict the reaction product. The product is: [F:24][C:25]1[CH:30]=[CH:29][C:28]([C:2]2[CH:3]=[C:4]3[C:9](=[CH:10][CH:11]=2)[CH:8]=[C:7]([S:12]([C:15]2[CH:20]=[CH:19][CH:18]=[CH:17][C:16]=2[C@@H:21]([OH:23])[CH3:22])(=[O:14])=[O:13])[CH:6]=[CH:5]3)=[CH:27][CH:26]=1. (2) Given the reactants [CH3:1][Si:2]([O:7][CH3:8])([O:5][CH3:6])[O:3][CH3:4].[CH3:9][Si:10]([CH3:14])([CH3:13])[O:11][CH3:12].C[Si](C)(C)Cl.[OH-:20].[K+:21], predict the reaction product. The product is: [CH3:1][Si:2]([O:7][CH3:8])([O:5][CH3:6])[O:3][CH3:4].[CH3:9][Si:10]([CH3:14])([CH3:13])[O:11][CH3:12].[OH-:20].[K+:21].